From a dataset of Full USPTO retrosynthesis dataset with 1.9M reactions from patents (1976-2016). Predict the reactants needed to synthesize the given product. (1) Given the product [F:33][C:32]([F:34])([F:35])[C:31]([C:28]1[CH:27]=[CH:26][C:25]([N:15]2[CH2:14][CH2:13][N:12]([S:16]([C:19]3[S:20][CH:21]=[CH:22][CH:23]=3)(=[O:18])=[O:17])[CH2:11][CH:10]2[CH2:9][C:7]2[CH:6]=[CH:5][N:4]=[C:3]([O:2][CH3:1])[CH:8]=2)=[CH:30][CH:29]=1)([OH:40])[C:36]([F:37])([F:39])[F:38], predict the reactants needed to synthesize it. The reactants are: [CH3:1][O:2][C:3]1[CH:8]=[C:7]([CH2:9][CH:10]2[NH:15][CH2:14][CH2:13][N:12]([S:16]([C:19]3[S:20][CH:21]=[CH:22][CH:23]=3)(=[O:18])=[O:17])[CH2:11]2)[CH:6]=[CH:5][N:4]=1.Br[C:25]1[CH:30]=[CH:29][C:28]([C:31]([OH:40])([C:36]([F:39])([F:38])[F:37])[C:32]([F:35])([F:34])[F:33])=[CH:27][CH:26]=1.CC(C)([O-])C.[Na+].C1(C)C=CC=CC=1. (2) Given the product [N:12]1([CH2:11][CH2:10][CH2:9][N:7]2[CH:8]=[C:4]([NH2:1])[CH:5]=[N:6]2)[C:20]2[C:15](=[CH:16][CH:17]=[CH:18][CH:19]=2)[CH2:14][CH2:13]1, predict the reactants needed to synthesize it. The reactants are: [N+:1]([C:4]1[CH:5]=[N:6][N:7]([CH2:9][CH2:10][CH2:11][N:12]2[C:20]3[C:15](=[CH:16][CH:17]=[CH:18][CH:19]=3)[CH2:14][CH2:13]2)[CH:8]=1)([O-])=O. (3) Given the product [CH2:17]([O:16][C:14]([C:13]1[C:12](=[O:11])[C:7]2[C:5](=[CH:4][CH:3]=[C:2]([Cl:1])[CH:8]=2)[NH:6][CH:19]=1)=[O:15])[CH3:18], predict the reactants needed to synthesize it. The reactants are: [Cl:1][C:2]1[CH:8]=[CH:7][C:5]([NH2:6])=[CH:4][CH:3]=1.C([O:11][CH:12]=[C:13]([C:19]([O-])=O)[C:14]([O:16][CH2:17][CH3:18])=[O:15])C.Cl.[OH-].[Na+].